This data is from Full USPTO retrosynthesis dataset with 1.9M reactions from patents (1976-2016). The task is: Predict the reactants needed to synthesize the given product. (1) Given the product [F:22][C:3]1[C:4]([C:9]2[C:13]([C:14]3[CH:19]=[CH:18][N:17]=[C:16]([NH:20][CH3:21])[CH:15]=3)=[CH:12][NH:11][N:10]=2)=[C:5]([F:8])[CH:6]=[CH:7][C:2]=1[NH:1][S:31]([C:25]1[CH:26]=[C:27]([F:30])[CH:28]=[CH:29][C:24]=1[F:23])(=[O:33])=[O:32], predict the reactants needed to synthesize it. The reactants are: [NH2:1][C:2]1[C:3]([F:22])=[C:4]([C:9]2[C:13]([C:14]3[CH:19]=[CH:18][N:17]=[C:16]([NH:20][CH3:21])[CH:15]=3)=[CH:12][NH:11][N:10]=2)[C:5]([F:8])=[CH:6][CH:7]=1.[F:23][C:24]1[CH:29]=[CH:28][C:27]([F:30])=[CH:26][C:25]=1[S:31](Cl)(=[O:33])=[O:32]. (2) Given the product [C:14]1([CH3:17])[CH:13]=[CH:12][C:11]([S:8]([OH:10])(=[O:7])=[O:9])=[CH:16][CH:15]=1, predict the reactants needed to synthesize it. The reactants are: OCCOCC[O:7][S:8]([C:11]1[CH:16]=[CH:15][C:14]([CH3:17])=[CH:13][CH:12]=1)(=[O:10])=[O:9].